Dataset: Full USPTO retrosynthesis dataset with 1.9M reactions from patents (1976-2016). Task: Predict the reactants needed to synthesize the given product. The reactants are: [CH:1]1([N:4]([C:25]([C@@H:27]2[O:32][CH2:31][C@H:30]([CH2:33][OH:34])[NH:29][CH2:28]2)=[O:26])[C@@H:5]([C:7]2[C:15]3[C:10](=[N:11][C:12]([CH3:16])=[CH:13][CH:14]=3)[N:9]([CH2:17][CH2:18][CH2:19][NH:20][C:21](=[O:24])[O:22][CH3:23])[N:8]=2)[CH3:6])[CH2:3][CH2:2]1.[CH:35](=O)[C:36]1[CH:41]=[CH:40][CH:39]=[CH:38][CH:37]=1.C(O[BH-](OC(=O)C)OC(=O)C)(=O)C.[Na+].C(=O)([O-])O.[Na+]. Given the product [CH2:35]([N:29]1[C@@H:30]([CH2:33][OH:34])[CH2:31][O:32][C@@H:27]([C:25]([N:4]([CH:1]2[CH2:2][CH2:3]2)[C@@H:5]([C:7]2[C:15]3[C:10](=[N:11][C:12]([CH3:16])=[CH:13][CH:14]=3)[N:9]([CH2:17][CH2:18][CH2:19][NH:20][C:21](=[O:24])[O:22][CH3:23])[N:8]=2)[CH3:6])=[O:26])[CH2:28]1)[C:36]1[CH:41]=[CH:40][CH:39]=[CH:38][CH:37]=1, predict the reactants needed to synthesize it.